From a dataset of Reaction yield outcomes from USPTO patents with 853,638 reactions. Predict the reaction yield, written as a fraction of the theoretical maximum amount of product (1.0 means a 100% yield; for example, 0.34 means a 34% yield). (1) The reactants are [F:1][C:2]1[CH:11]=[C:10]([F:12])[CH:9]=[C:8]2[C:3]=1[CH:4]=[CH:5][C:6]([C:13](=O)[CH3:14])=[CH:7]2.C([O-])(=O)C.[NH4+].C([BH3-])#[N:22].[Na+]. The catalyst is CO. The product is [F:1][C:2]1[CH:11]=[C:10]([F:12])[CH:9]=[C:8]2[C:3]=1[CH:4]=[CH:5][C:6]([CH:13]([NH2:22])[CH3:14])=[CH:7]2. The yield is 0.380. (2) The reactants are O[C:2]1[CH:7]=[C:6]([CH3:8])[NH:5][C:4](=[O:9])[C:3]=1[C:10]([O:12][CH2:13][CH3:14])=[O:11].P(Cl)(Cl)([Cl:17])=O.[Cl-].C([N+](CC)(CC)CC)CCC. The catalyst is C(#N)C. The product is [Cl:17][C:2]1[CH:7]=[C:6]([CH3:8])[NH:5][C:4](=[O:9])[C:3]=1[C:10]([O:12][CH2:13][CH3:14])=[O:11]. The yield is 0.440. (3) The product is [F:31][C:32]1[CH:33]=[C:34]([S:38]([NH:2][C@H:3]([C:5]([N:7]2[C:13](=[O:14])[CH:12]([CH3:15])[C:11]3[CH:16]=[CH:17][CH:18]=[CH:19][C:10]=3[C:9]3[C:20]([NH2:24])=[CH:21][CH:22]=[CH:23][C:8]2=3)=[O:6])[CH3:4])(=[O:40])=[O:39])[CH:35]=[CH:36][CH:37]=1. The catalyst is C1COCC1. The reactants are Cl.[NH2:2][C@H:3]([C:5]([N:7]1[C:13](=[O:14])[CH:12]([CH3:15])[C:11]2[CH:16]=[CH:17][CH:18]=[CH:19][C:10]=2[C:9]2[C:20]([NH2:24])=[CH:21][CH:22]=[CH:23][C:8]1=2)=[O:6])[CH3:4].N1C=CC=CC=1.[F:31][C:32]1[CH:33]=[C:34]([S:38](Cl)(=[O:40])=[O:39])[CH:35]=[CH:36][CH:37]=1. The yield is 0.290. (4) The reactants are [Cl:1][S:2]([C:5]1[CH:10]=[CH:9][C:8]([N:11]=[C:12]=[O:13])=[CH:7][CH:6]=1)(=[O:4])=[O:3].[NH2:14][C:15]1[CH:16]=[C:17]([CH:20]=[CH:21][CH:22]=1)[C:18]#[N:19]. The catalyst is C(Cl)Cl.[N-]=C=O. The product is [C:18]([C:17]1[CH:16]=[C:15]([NH:14][C:12](=[O:13])[NH:11][C:8]2[CH:7]=[CH:6][C:5]([S:2]([Cl:1])(=[O:4])=[O:3])=[CH:10][CH:9]=2)[CH:22]=[CH:21][CH:20]=1)#[N:19]. The yield is 0.950. (5) The reactants are [Br:1][C:2]1[CH:19]=[CH:18][C:5]([CH2:6][N:7]2[C:11]3[CH:12]=[C:13]([CH3:16])[CH:14]=[CH:15][C:10]=3[NH:9][C:8]2=[NH:17])=[CH:4][CH:3]=1.Br[CH2:21][CH2:22][CH2:23][O:24][C:25]1[CH:30]=[CH:29][C:28]([F:31])=[CH:27][CH:26]=1. The catalyst is CC(=O)CC. The product is [BrH:1].[Br:1][C:2]1[CH:19]=[CH:18][C:5]([CH2:6][N:7]2[C:11]3[CH:12]=[C:13]([CH3:16])[CH:14]=[CH:15][C:10]=3[N:9]([CH2:21][CH2:22][CH2:23][O:24][C:25]3[CH:26]=[CH:27][C:28]([F:31])=[CH:29][CH:30]=3)[C:8]2=[NH:17])=[CH:4][CH:3]=1. The yield is 0.160.